This data is from Full USPTO retrosynthesis dataset with 1.9M reactions from patents (1976-2016). The task is: Predict the reactants needed to synthesize the given product. (1) The reactants are: [F:1][C:2]1[CH:3]=[C:4]([CH:25]=[C:26]([F:28])[CH:27]=1)[CH2:5][C@H:6]1[C@@H:10]([CH:11]2[CH2:16][O:15][CH2:14][CH2:13][N:12]2C(OC(C)(C)C)=O)[O:9][C:8](=[O:24])[NH:7]1.F[C:30]1[CH:31]=[C:32]([CH:53]=[C:54](F)[CH:55]=1)[CH2:33][C@@H:34]([C@@H:38]([CH:40]1[CH2:45]OCCN1C(OC(C)(C)C)=O)O)[C:35](O)=O.[C:57]1(P(N=[N+]=[N-])(C2C=CC=CC=2)=O)C=CC=CC=1.C(N(CC)CC)C. Given the product [F:28][C:26]1[CH:25]=[C:4]([CH:3]=[C:2]([F:1])[CH:27]=1)[CH2:5][C@H:6]1[C@@H:10]([C@H:11]2[CH2:16][C@H:14]([OH:15])[CH2:13][N:12]2[CH:33]([C:32]2[CH:31]=[CH:30][CH:55]=[CH:54][CH:53]=2)[C:34]2[CH:35]=[CH:57][CH:45]=[CH:40][CH:38]=2)[O:9][C:8](=[O:24])[NH:7]1, predict the reactants needed to synthesize it. (2) Given the product [Cl:1][C:2]1[CH:7]=[C:6]([Cl:8])[CH:5]=[CH:4][C:3]=1[CH:9]1[CH2:14][CH:13]([C:15]([OH:17])=[O:16])[CH2:12][CH2:11][N:10]1[C:19]([O:21][CH3:22])=[O:20], predict the reactants needed to synthesize it. The reactants are: [Cl:1][C:2]1[CH:7]=[C:6]([Cl:8])[CH:5]=[CH:4][C:3]=1[CH:9]1[CH2:14][CH:13]([C:15]([O:17]C)=[O:16])[CH2:12][CH2:11][N:10]1[C:19]([O:21][CH3:22])=[O:20].[Br-].[Li+].C(N(CC)CC)C. (3) Given the product [C:77]([OH:83])([C:79]([F:82])([F:81])[F:80])=[O:78].[CH3:70][O:69][CH2:68][CH2:67][O:66][CH2:65][CH2:64][O:63][CH2:62][CH2:61][O:60][CH2:59][CH2:58][O:57][CH2:56][CH2:55][O:54][CH2:53][CH2:52][O:51][CH2:50][CH2:49][O:48][CH2:47][CH2:46][S:45][CH2:2][C:3]1[CH:4]=[C:5]([CH:40]=[CH:41][CH:42]=1)[C:6]([NH:8][C:9]1[CH:14]=[CH:13][C:12]([N:15]([CH2:18][CH3:19])[CH2:16][CH3:17])=[CH:11][C:10]=1[C:20]1[CH:21]=[C:22]([CH:37]=[CH:38][N:39]=1)[C:23]([NH:25][CH2:26][C:27]1[CH:32]=[CH:31][CH:30]=[C:29]([C:33]([F:36])([F:35])[F:34])[CH:28]=1)=[O:24])=[O:7], predict the reactants needed to synthesize it. The reactants are: Cl[CH2:2][C:3]1[CH:4]=[C:5]([CH:40]=[CH:41][CH:42]=1)[C:6]([NH:8][C:9]1[CH:14]=[CH:13][C:12]([N:15]([CH2:18][CH3:19])[CH2:16][CH3:17])=[CH:11][C:10]=1[C:20]1[CH:21]=[C:22]([CH:37]=[CH:38][N:39]=1)[C:23]([NH:25][CH2:26][C:27]1[CH:32]=[CH:31][CH:30]=[C:29]([C:33]([F:36])([F:35])[F:34])[CH:28]=1)=[O:24])=[O:7].C(=O)([S:45][CH2:46][CH2:47][O:48][CH2:49][CH2:50][O:51][CH2:52][CH2:53][O:54][CH2:55][CH2:56][O:57][CH2:58][CH2:59][O:60][CH2:61][CH2:62][O:63][CH2:64][CH2:65][O:66][CH2:67][CH2:68][O:69][CH3:70])C.C[O-].[Na+].CO.[C:77]([OH:83])([C:79]([F:82])([F:81])[F:80])=[O:78]. (4) Given the product [CH2:17]([NH:10][C:7]1[CH:6]=[CH:5][C:4]([O:3][C:2]([F:11])([F:12])[F:1])=[CH:9][CH:8]=1)[CH2:16][CH:15]=[CH2:14], predict the reactants needed to synthesize it. The reactants are: [F:1][C:2]([F:12])([F:11])[O:3][C:4]1[CH:9]=[CH:8][C:7]([NH2:10])=[CH:6][CH:5]=1.Br[CH2:14][CH2:15][CH:16]=[CH2:17].C([O-])([O-])=O.[Cs+].[Cs+]. (5) Given the product [OH:23][C:15]1[C:16]2[CH:22]=[CH:21][N:20]=[CH:19][C:17]=2[N:18]=[C:13]([O:12][C:10]2[CH:9]=[N:8][N:7]([C@H:3]3[CH2:4][CH2:5][CH2:6][N:1]([C:24](=[O:26])[CH3:25])[CH2:2]3)[CH:11]=2)[N:14]=1, predict the reactants needed to synthesize it. The reactants are: [NH:1]1[CH2:6][CH2:5][CH2:4][C@H:3]([N:7]2[CH:11]=[C:10]([O:12][C:13]3[N:14]=[C:15]([OH:23])[C:16]4[CH:22]=[CH:21][N:20]=[CH:19][C:17]=4[N:18]=3)[CH:9]=[N:8]2)[CH2:2]1.[C:24](Cl)(=[O:26])[CH3:25]. (6) Given the product [NH2:32][C:27]1[CH:26]=[C:25]([Cl:24])[CH:30]=[CH:29][C:28]=1[S:31][CH:17]([C:18]1[CH:19]=[CH:20][CH:21]=[CH:22][CH:23]=1)[C@@H:12]([C:13]([O:15][CH3:16])=[O:14])[NH:11][C:9]([O:8][CH2:1][C:2]1[CH:3]=[CH:4][CH:5]=[CH:6][CH:7]=1)=[O:10], predict the reactants needed to synthesize it. The reactants are: [CH2:1]([O:8][C:9]([NH:11]/[C:12](=[CH:17]\[C:18]1[CH:23]=[CH:22][CH:21]=[CH:20][CH:19]=1)/[C:13]([O:15][CH3:16])=[O:14])=[O:10])[C:2]1[CH:7]=[CH:6][CH:5]=[CH:4][CH:3]=1.[Cl:24][C:25]1[CH:30]=[CH:29][C:28]([SH:31])=[C:27]([NH2:32])[CH:26]=1. (7) Given the product [Cl:10][C:11]1[CH:33]=[CH:32][C:14]([CH2:15][NH:16][C:17]([C:19]2[C:20](=[O:31])[C:21]3[CH:28]=[C:27]([CH2:29][N:41]([CH2:40][CH:39]([C:36]4[CH:37]=[CH:38][O:34][CH:35]=4)[OH:43])[CH3:42])[O:26][C:22]=3[N:23]([CH3:25])[CH:24]=2)=[O:18])=[CH:13][CH:12]=1, predict the reactants needed to synthesize it. The reactants are: C(N(CC)C(C)C)(C)C.[Cl:10][C:11]1[CH:33]=[CH:32][C:14]([CH2:15][NH:16][C:17]([C:19]2[C:20](=[O:31])[C:21]3[CH:28]=[C:27]([CH2:29]Cl)[O:26][C:22]=3[N:23]([CH3:25])[CH:24]=2)=[O:18])=[CH:13][CH:12]=1.[O:34]1[CH:38]=[CH:37][C:36]([CH:39]([OH:43])[CH2:40][NH:41][CH3:42])=[CH:35]1.O.